From a dataset of Forward reaction prediction with 1.9M reactions from USPTO patents (1976-2016). Predict the product of the given reaction. (1) Given the reactants Br[C:2]1[CH:3]=[N:4][N:5]2[C:10]([O:11][CH3:12])=[C:9]([CH:13]3[CH2:15][CH2:14]3)[C:8]([CH3:16])=[N:7][C:6]=12.CC1(C)C(C)(C)OB([C:25]2[CH:26]=[N:27][N:28]([CH2:30][O:31][CH2:32][CH2:33][Si:34]([CH3:37])([CH3:36])[CH3:35])[CH:29]=2)O1.C([O-])([O-])=O.[Na+].[Na+], predict the reaction product. The product is: [CH:13]1([C:9]2[C:8]([CH3:16])=[N:7][C:6]3[N:5]([N:4]=[CH:3][C:2]=3[C:25]3[CH:26]=[N:27][N:28]([CH2:30][O:31][CH2:32][CH2:33][Si:34]([CH3:37])([CH3:36])[CH3:35])[CH:29]=3)[C:10]=2[O:11][CH3:12])[CH2:15][CH2:14]1. (2) Given the reactants [CH2:1]([C@H:8]1[CH2:12][O:11][C:10](=[O:13])[N:9]1[C:14](=[O:28])[CH:15]=[C:16]([C:21]1[CH:26]=[CH:25][C:24]([F:27])=[CH:23][CH:22]=1)[C:17]([F:20])([F:19])[F:18])[C:2]1[CH:7]=[CH:6][CH:5]=[CH:4][CH:3]=1, predict the reaction product. The product is: [CH2:1]([C@H:8]1[CH2:12][O:11][C:10](=[O:13])[N:9]1[C:14](=[O:28])[CH2:15][CH:16]([C:21]1[CH:22]=[CH:23][C:24]([F:27])=[CH:25][CH:26]=1)[C:17]([F:20])([F:19])[F:18])[C:2]1[CH:3]=[CH:4][CH:5]=[CH:6][CH:7]=1. (3) Given the reactants [F:1][C:2]([F:9])([F:8])/[CH:3]=[CH:4]/[C:5]([OH:7])=[O:6].[CH3:10][S-:11].[Na+], predict the reaction product. The product is: [F:1][C:2]([F:9])([F:8])[CH:3]([S:11][CH3:10])[CH2:4][C:5]([OH:7])=[O:6]. (4) Given the reactants [Li][CH2:2]CCC.[CH2:6]1[O:14][C:13]2[CH:12]=[CH:11][C:10]([C:15](=O)[CH3:16])=[CH:9][C:8]=2[O:7]1.O, predict the reaction product. The product is: [C:15]([C:10]1[CH:11]=[CH:12][C:13]2[O:14][CH2:6][O:7][C:8]=2[CH:9]=1)([CH3:16])=[CH2:2]. (5) Given the reactants [Cl:1][C:2]1[C:3]([CH3:30])=[N:4][O:5][C:6]=1[NH:7][S:8]([C:11]1[CH:15]=[CH:14][S:13][C:12]=1[C:16](=[O:29])[CH2:17][C:18]1[C:23]([CH3:24])=[CH:22][C:21]([CH3:25])=[C:20]([O:26]C)[C:19]=1[CH3:28])(=[O:10])=[O:9].B(Br)(Br)Br, predict the reaction product. The product is: [Cl:1][C:2]1[C:3]([CH3:30])=[N:4][O:5][C:6]=1[NH:7][S:8]([C:11]1[CH:15]=[CH:14][S:13][C:12]=1[C:16](=[O:29])[CH2:17][C:18]1[C:23]([CH3:24])=[CH:22][C:21]([CH3:25])=[C:20]([OH:26])[C:19]=1[CH3:28])(=[O:10])=[O:9]. (6) Given the reactants [NH2:1][C:2]1[N:6]=[CH:5][NH:4][N:3]=1.[CH2:7](Br)[C:8]1[CH:13]=[CH:12][CH:11]=[CH:10][CH:9]=1, predict the reaction product. The product is: [CH2:7]([N:4]1[CH:5]=[N:6][C:2]([NH2:1])=[N:3]1)[C:8]1[CH:13]=[CH:12][CH:11]=[CH:10][CH:9]=1.